Dataset: Full USPTO retrosynthesis dataset with 1.9M reactions from patents (1976-2016). Task: Predict the reactants needed to synthesize the given product. (1) Given the product [Cl:20][C:9]1[C:8]2[C:13](=[C:4]([N+:1]([O-:3])=[O:2])[CH:5]=[CH:6][CH:7]=2)[N:12]=[C:11]([C:14]([F:17])([F:16])[F:15])[N:10]=1, predict the reactants needed to synthesize it. The reactants are: [N+:1]([C:4]1[CH:5]=[CH:6][CH:7]=[C:8]2[C:13]=1[N:12]=[C:11]([C:14]([F:17])([F:16])[F:15])[NH:10][C:9]2=O)([O-:3])=[O:2].P(Cl)(Cl)(Cl)(Cl)[Cl:20]. (2) Given the product [F:1][C:2]1[CH:3]=[C:4]([C:9]2([OH:14])[CH2:13][CH2:12][N:11]([CH3:15])[CH2:10]2)[CH:5]=[C:6]([F:8])[CH:7]=1, predict the reactants needed to synthesize it. The reactants are: [F:1][C:2]1[CH:3]=[C:4]([C:9]2([OH:14])[CH2:13][CH2:12][NH:11][CH2:10]2)[CH:5]=[C:6]([F:8])[CH:7]=1.[CH2:15]=O. (3) Given the product [CH3:35][O:34][C:31]1[N:32]=[C:33]2[C:28](=[CH:29][CH:30]=1)[N:27]=[CH:26][CH:25]=[C:24]2[CH:22]1[O:21][C:20](=[O:36])[N:19]([CH2:18][CH2:17][CH2:16][NH:15][CH2:55][C:53]2[CH:52]=[CH:51][C:48]3[O:49][CH2:50][C:45](=[O:44])[NH:46][C:47]=3[N:54]=2)[CH2:23]1, predict the reactants needed to synthesize it. The reactants are: C1(N)C(F)=C(F)C(F)=C(N)C=1F.Cl.Cl.[NH2:15][CH2:16][CH2:17][CH2:18][N:19]1[CH2:23][CH:22]([C:24]2[C:33]3[C:28](=[CH:29][CH:30]=[C:31]([O:34][CH3:35])[N:32]=3)[N:27]=[CH:26][CH:25]=2)[O:21][C:20]1=[O:36].C(N(CC)CC)C.[O:44]=[C:45]1[CH2:50][O:49][C:48]2[CH:51]=[CH:52][C:53]([CH:55]=O)=[N:54][C:47]=2[NH:46]1.[BH4-].[Na+]. (4) Given the product [CH:21]1([CH2:24][N:25]([CH2:26][CH2:27][CH3:28])[C:9]2[C:18]([CH:19]=[O:20])=[CH:17][C:16]3[C:11](=[CH:12][CH:13]=[CH:14][CH:15]=3)[N:10]=2)[CH2:23][CH2:22]1, predict the reactants needed to synthesize it. The reactants are: C1(C)C=CC=CC=1.Cl[C:9]1[C:18]([CH:19]=[O:20])=[CH:17][C:16]2[C:11](=[CH:12][CH:13]=[CH:14][CH:15]=2)[N:10]=1.[CH:21]1([CH2:24][NH:25][CH2:26][CH2:27][CH3:28])[CH2:23][CH2:22]1.C(=O)([O-])[O-].[K+].[K+]. (5) Given the product [CH3:33][O:32][C:26]1[CH:25]=[C:24]([CH:29]=[CH:28][C:27]=1[O:30][CH3:31])[CH2:23][C:20]1[NH:19][C:18](=[O:34])[C:17]2=[C:16]([CH3:35])[N:15]=[C:14]([CH:4]([CH:1]([OH:3])[CH3:2])[CH2:5][CH2:6][CH2:7][C:8]3[CH:9]=[CH:10][CH:11]=[CH:12][CH:13]=3)[N:22]2[N:21]=1, predict the reactants needed to synthesize it. The reactants are: [C:1]([CH:4]([C:14]1[N:22]2[C:17]([C:18](=[O:34])[NH:19][C:20]([CH2:23][C:24]3[CH:29]=[CH:28][C:27]([O:30][CH3:31])=[C:26]([O:32][CH3:33])[CH:25]=3)=[N:21]2)=[C:16]([CH3:35])[N:15]=1)[CH2:5][CH2:6][CH2:7][C:8]1[CH:13]=[CH:12][CH:11]=[CH:10][CH:9]=1)(=[O:3])[CH3:2].[BH4-].[Na+]. (6) Given the product [Br:1][C:2]1[CH:3]=[C:4]2[C:9](=[CH:10][CH:11]=1)[C:8](=[O:12])[N:7]([CH2:13][CH:14]1[CH2:16][CH2:15]1)[C:6]([CH2:17][Cl:26])=[C:5]2[O:19][CH2:20][CH2:21][CH2:22][CH3:23], predict the reactants needed to synthesize it. The reactants are: [Br:1][C:2]1[CH:3]=[C:4]2[C:9](=[CH:10][CH:11]=1)[C:8](=[O:12])[N:7]([CH2:13][CH:14]1[CH2:16][CH2:15]1)[C:6]([CH2:17]O)=[C:5]2[O:19][CH2:20][CH2:21][CH2:22][CH3:23].S(Cl)([Cl:26])=O.[Na]. (7) Given the product [C:1]([C@@:18]1([N:26]2[C:36]3[N:35]=[C:33]([NH2:34])[NH:32][C:30](=[O:31])[C:29]=3[N:28]=[CH:27]2)[O:25][C@H:22]([CH2:23][OH:24])[C@@H:20]([OH:21])[CH2:19]1)(=[O:17])[C:2]1[CH:3]=[CH:4][CH:5]=[CH:6][CH:7]=1, predict the reactants needed to synthesize it. The reactants are: [C:1]([C@@:18]1([N:26]2[C:36]3[N:35]=[C:33]([NH2:34])[NH:32][C:30](=[O:31])[C:29]=3[N:28]=[CH:27]2)[O:25][C@H:22]([CH2:23][OH:24])[C@@H:20]([OH:21])[CH2:19]1)(=[O:17])[CH2:2][CH2:3][CH2:4][CH2:5][CH2:6][CH2:7]CCCCCCCCC.C(Cl)(=O)C1C=CC=CC=1.C(Cl)(=O)CCCCCCCCCCCCCCC.C(=O)(O)[O-].[Na+].